This data is from Peptide-MHC class I binding affinity with 185,985 pairs from IEDB/IMGT. The task is: Regression. Given a peptide amino acid sequence and an MHC pseudo amino acid sequence, predict their binding affinity value. This is MHC class I binding data. The peptide sequence is LTIVFVPEV. The MHC is HLA-B18:01 with pseudo-sequence HLA-B18:01. The binding affinity (normalized) is 0.0847.